This data is from Full USPTO retrosynthesis dataset with 1.9M reactions from patents (1976-2016). The task is: Predict the reactants needed to synthesize the given product. Given the product [Si:30]([O:29][CH2:28][C@H:8]1[C@@H:9]([C:10]2[CH:15]=[CH:14][C:13]([C:16]([F:19])([F:18])[F:17])=[CH:12][CH:11]=2)[N:20]1[C:21]([O:23][C:24]([CH3:27])([CH3:26])[CH3:25])=[O:22])([C:33]([CH3:36])([CH3:35])[CH3:34])([CH3:32])[CH3:31], predict the reactants needed to synthesize it. The reactants are: [H-].[Na+].CS(O[C@@H:8]([CH2:28][O:29][Si:30]([C:33]([CH3:36])([CH3:35])[CH3:34])([CH3:32])[CH3:31])[C@H:9]([NH:20][C:21]([O:23][C:24]([CH3:27])([CH3:26])[CH3:25])=[O:22])[C:10]1[CH:15]=[CH:14][C:13]([C:16]([F:19])([F:18])[F:17])=[CH:12][CH:11]=1)(=O)=O.CCOC(C)=O.CO.